Regression. Given a peptide amino acid sequence and an MHC pseudo amino acid sequence, predict their binding affinity value. This is MHC class I binding data. From a dataset of Peptide-MHC class I binding affinity with 185,985 pairs from IEDB/IMGT. (1) The peptide sequence is IEGRDRTMAWT. The MHC is HLA-B45:01 with pseudo-sequence HLA-B45:01. The binding affinity (normalized) is 0. (2) The peptide sequence is KLYERNTAF. The MHC is HLA-A02:01 with pseudo-sequence HLA-A02:01. The binding affinity (normalized) is 0.496. (3) The peptide sequence is FVAATGRPL. The MHC is HLA-C04:01 with pseudo-sequence HLA-C04:01. The binding affinity (normalized) is 0.213. (4) The peptide sequence is LDIGDAYF. The MHC is Mamu-A11 with pseudo-sequence Mamu-A11. The binding affinity (normalized) is 0.205.